From a dataset of Forward reaction prediction with 1.9M reactions from USPTO patents (1976-2016). Predict the product of the given reaction. Given the reactants [C:1]([O:5][C:6]([N:8]1[CH2:12][C:11](=[O:13])[CH2:10][C@H:9]1[CH2:14][O:15][C:16](=[O:21])[C:17]([CH3:20])([CH3:19])[CH3:18])=[O:7])([CH3:4])([CH3:3])[CH3:2].[BH4-].[Na+].O, predict the reaction product. The product is: [C:1]([O:5][C:6]([N:8]1[CH2:12][C@@H:11]([OH:13])[CH2:10][C@H:9]1[CH2:14][O:15][C:16](=[O:21])[C:17]([CH3:20])([CH3:19])[CH3:18])=[O:7])([CH3:4])([CH3:3])[CH3:2].